Dataset: Full USPTO retrosynthesis dataset with 1.9M reactions from patents (1976-2016). Task: Predict the reactants needed to synthesize the given product. (1) Given the product [F:47][C:48]1[CH:53]=[C:52]([F:54])[CH:51]=[CH:50][C:49]=1[C:28]1[N:29]=[C:25]([C:24]2[C:2]([CH3:1])=[N:3][N:4]3[CH:9]=[CH:8][CH:7]=[CH:6][C:5]=23)[S:26][C:27]=1[C:58]([O:59][CH3:65])=[O:61], predict the reactants needed to synthesize it. The reactants are: [CH3:1][C:2]1[C:24]([C:25]2[S:26][C:27](C3N=CN(C4CCCCO4)N=3)=[C:28](C3C=CC=CC=3)[N:29]=2)=[C:5]2[CH:6]=[C:7](OC3CCN(C(OC(C)(C)C)=O)CC3)[CH:8]=[CH:9][N:4]2[N:3]=1.[F:47][C:48]1[CH:53]=[C:52]([F:54])[CH:51]=[CH:50][C:49]=1B(O)O.[C:58](=[O:61])([O-])[O-:59].[Cs+].[Cs+].Cl[CH2:65]Cl.C(=O)(O)[O-].[Na+]. (2) Given the product [NH2:15][C:7]1[C:6]([C:4]([C:22]2[CH:23]=[CH:24][C:19]([O:18][CH3:17])=[CH:20][CH:21]=2)=[O:5])=[CH:11][N:10]=[C:9]([S:12][CH2:13][CH3:14])[N:8]=1, predict the reactants needed to synthesize it. The reactants are: CON(C)[C:4]([C:6]1[C:7]([NH2:15])=[N:8][C:9]([S:12][CH2:13][CH3:14])=[N:10][CH:11]=1)=[O:5].[CH3:17][O:18][C:19]1[CH:24]=[CH:23][C:22]([Mg]Br)=[CH:21][CH:20]=1. (3) Given the product [NH2:14][C:9]1[CH:10]=[CH:11][CH:12]=[C:13]2[C:8]=1[C:7](=[O:17])[C:6]1([NH:18][C:19]([C:21]3[NH:25][N:24]=[C:23]([CH3:26])[CH:22]=3)=[O:20])[C:5]3[CH:27]=[CH:28][C:29]([CH:31]([CH3:33])[CH3:32])=[CH:30][C:4]=3[O:3][C:2]12[OH:1], predict the reactants needed to synthesize it. The reactants are: [OH:1][C:2]12[C:13]3[C:8](=[C:9]([N+:14]([O-])=O)[CH:10]=[CH:11][CH:12]=3)[C:7](=[O:17])[C:6]1([NH:18][C:19]([C:21]1[NH:25][N:24]=[C:23]([CH3:26])[CH:22]=1)=[O:20])[C:5]1[CH:27]=[CH:28][C:29]([CH:31]([CH3:33])[CH3:32])=[CH:30][C:4]=1[O:3]2.C(O)C. (4) Given the product [CH3:1][C:2]1([CH3:14])[C:6]([CH3:7])([CH3:8])[O:5][B:4]([C:9]2[CH:13]=[N:12][N:11]([CH2:27][O:26][CH2:25][CH2:24][Si:23]([CH3:30])([CH3:29])[CH3:22])[CH:10]=2)[O:3]1, predict the reactants needed to synthesize it. The reactants are: [CH3:1][C:2]1([CH3:14])[C:6]([CH3:8])([CH3:7])[O:5][B:4]([C:9]2[CH:10]=[N:11][NH:12][CH:13]=2)[O:3]1.CN(C=O)C.[H-].[Na+].[CH3:22][Si:23]([CH3:30])([CH3:29])[CH2:24][CH2:25][O:26][CH2:27]Cl. (5) Given the product [C:1]([O:5][C:6]([NH:8][C@H:9]1[CH2:14][CH2:13][CH2:12][CH2:11][C@H:10]1[NH:15][C:16]1[N:21]=[C:20]([C:38]2[S:39][CH:40]=[C:36]([F:35])[CH:37]=2)[C:19]2[C:23](=[O:33])[N:24]([C:26]([O:28][C:29]([CH3:32])([CH3:31])[CH3:30])=[O:27])[CH2:25][C:18]=2[C:17]=1[F:34])=[O:7])([CH3:4])([CH3:3])[CH3:2], predict the reactants needed to synthesize it. The reactants are: [C:1]([O:5][C:6]([NH:8][C@H:9]1[CH2:14][CH2:13][CH2:12][CH2:11][C@H:10]1[NH:15][C:16]1[N:21]=[C:20](Cl)[C:19]2[C:23](=[O:33])[N:24]([C:26]([O:28][C:29]([CH3:32])([CH3:31])[CH3:30])=[O:27])[CH2:25][C:18]=2[C:17]=1[F:34])=[O:7])([CH3:4])([CH3:3])[CH3:2].[F:35][C:36]1[CH:37]=[C:38](B2OC(C)(C)C(C)(C)O2)[S:39][CH:40]=1.P([O-])([O-])([O-])=O.[K+].[K+].[K+]. (6) Given the product [ClH:42].[CH3:35][O:34][C:13]1[C:14]2[N:19]([CH2:20][CH:21]3[CH2:22][CH2:23][NH:24][CH2:25][CH2:26]3)[N:18]=[CH:17][C:15]=2[N:16]=[C:11]([N:9]2[CH:10]=[C:6]([C:4]([O:3][CH2:1][CH3:2])=[O:5])[CH:7]=[N:8]2)[N:12]=1, predict the reactants needed to synthesize it. The reactants are: [CH2:1]([O:3][C:4]([C:6]1[CH:7]=[N:8][N:9]([C:11]2[N:12]=[C:13]([O:34][CH3:35])[C:14]3[N:19]([CH2:20][CH:21]4[CH2:26][CH2:25][N:24](C(OC(C)(C)C)=O)[CH2:23][CH2:22]4)[N:18]=[CH:17][C:15]=3[N:16]=2)[CH:10]=1)=[O:5])[CH3:2].C(OCC)(=O)C.[ClH:42]. (7) Given the product [CH3:8][C:6]1[CH:5]=[C:4]([CH3:9])[N:3]=[C:2]([O:11][CH2:10][CH2:12][NH2:13])[CH:7]=1, predict the reactants needed to synthesize it. The reactants are: Cl[C:2]1[CH:7]=[C:6]([CH3:8])[CH:5]=[C:4]([CH3:9])[N:3]=1.[CH2:10]([CH2:12][NH2:13])[OH:11].[OH-].[Na+]. (8) Given the product [N:23]1([CH2:22][CH2:21][CH2:20][O:16][C:13]2[CH:14]=[CH:15][C:10]([N:1]3[C:9]4[C:4](=[CH:5][CH:6]=[CH:7][CH:8]=4)[CH:3]=[N:2]3)=[CH:11][CH:12]=2)[CH2:27][CH2:26][CH2:25][CH2:24]1, predict the reactants needed to synthesize it. The reactants are: [N:1]1([C:10]2[CH:15]=[CH:14][C:13]([OH:16])=[CH:12][CH:11]=2)[C:9]2[C:4](=[CH:5][CH:6]=[CH:7][CH:8]=2)[CH:3]=[N:2]1.[H-].[Na+].Cl[CH2:20][CH2:21][CH2:22][N:23]1[CH2:27][CH2:26][CH2:25][CH2:24]1.[I-].[Na+].C(=O)(O)[O-].[Na+]. (9) The reactants are: [CH3:1][C:2]([CH3:20])([CH3:19])[C:3]([NH:5][C@@H:6]1[CH2:15][C:14]2[CH:13]=[C:12]([C:16]([OH:18])=O)[CH:11]=[CH:10][C:9]=2[CH2:8][CH2:7]1)=[O:4].C(N(CC)C(C)C)(C)C.F[P-](F)(F)(F)(F)F.FC(N(C)C)=[N+](C)C.[O:45]1[CH2:50][CH2:49][CH2:48][CH2:47][CH:46]1[O:51][NH2:52]. Given the product [CH3:19][C:2]([CH3:1])([CH3:20])[C:3]([NH:5][C@@H:6]1[CH2:15][C:14]2[CH:13]=[C:12]([C:16]([NH:52][O:51][CH:46]3[CH2:47][CH2:48][CH2:49][CH2:50][O:45]3)=[O:18])[CH:11]=[CH:10][C:9]=2[CH2:8][CH2:7]1)=[O:4], predict the reactants needed to synthesize it.